Dataset: Forward reaction prediction with 1.9M reactions from USPTO patents (1976-2016). Task: Predict the product of the given reaction. (1) Given the reactants [CH:1]([O:4][C:5]1[CH:12]=[CH:11][C:8]([CH:9]=O)=[CH:7][CH:6]=1)([CH3:3])[CH3:2].[NH2:13][C:14]1[N:15]=[N:16][C:17]([CH3:20])=[CH:18][CH:19]=1.C([O:23][C:24](=O)[C:25]([OH:38])=[CH:26][C:27]([C:29]1[CH:34]=[CH:33][C:32]([CH:35]([CH3:37])[CH3:36])=[CH:31][CH:30]=1)=[O:28])C, predict the reaction product. The product is: [OH:38][C:25]1[C:24](=[O:23])[N:13]([C:14]2[N:15]=[N:16][C:17]([CH3:20])=[CH:18][CH:19]=2)[CH:9]([C:8]2[CH:11]=[CH:12][C:5]([O:4][CH:1]([CH3:3])[CH3:2])=[CH:6][CH:7]=2)[C:26]=1[C:27](=[O:28])[C:29]1[CH:34]=[CH:33][C:32]([CH:35]([CH3:37])[CH3:36])=[CH:31][CH:30]=1. (2) Given the reactants [C:1]([O-:4])(=[O:3])[CH3:2].[C:5]([O-:8])(=[O:7])[CH3:6].[C:9]([O-:12])(=[O:11])[CH3:10].[C:13]([O-])(=O)[CH3:14].[Pb+4:17].[CH3:18][CH2:19][CH2:20][CH2:21][CH2:22][CH3:23].[C:24](=O)([O-])[O-].[K+].[K+].[CH:30]([Cl:33])(Cl)Cl, predict the reaction product. The product is: [C:1]([O-:4])(=[O:3])[CH3:2].[C:5]([O-:8])(=[O:7])[CH3:6].[C:9]([O-:12])(=[O:11])[CH3:10].[Cl:33][C:30]1[CH:2]=[CH:1][C:20]([C:21]2[CH:14]=[C:13]([CH2:9][CH3:10])[C:24]([Pb+3:17])=[C:23]([CH2:5][CH3:6])[CH:22]=2)=[CH:19][CH:18]=1. (3) Given the reactants [NH2:1][CH2:2][CH:3]1[N:8]([CH3:9])[CH2:7][CH2:6][N:5]([C:10]([O:12][C:13]([CH3:16])([CH3:15])[CH3:14])=[O:11])[CH2:4]1.[C:17](=[O:20])(O)[O-].[Na+].[CH:22]1N(C(O)=O)C=[C:25]2[C:30]=1[CH:29]=[CH:28][CH:27]=[CH:26]2.[O:34]1CCCC1, predict the reaction product. The product is: [O:34]=[C:22]1[C:30]2[C:25](=[CH:26][CH:27]=[CH:28][CH:29]=2)[C:17](=[O:20])[N:1]1[CH2:2][CH:3]1[N:8]([CH3:9])[CH2:7][CH2:6][N:5]([C:10]([O:12][C:13]([CH3:16])([CH3:15])[CH3:14])=[O:11])[CH2:4]1. (4) Given the reactants [CH3:1][O:2][C:3]1[CH:4]=[CH:5][C:6]2[C:10]([O:11][C:12]3[CH:17]=[CH:16][C:15](/[CH:18]=[CH:19]/[C:20]([O:22][CH3:23])=[O:21])=[CH:14][CH:13]=3)=[CH:9][S:8][C:7]=2[CH:24]=1.I[C:26]1[CH:31]=[CH:30][CH:29]=[CH:28][C:27]=1[CH:32]([CH3:34])[CH3:33].CC(C)(C)C(O)=O.C(=O)([O-])[O-].[K+].[K+], predict the reaction product. The product is: [CH:32]([C:27]1[CH:28]=[CH:29][CH:30]=[CH:31][C:26]=1[C:9]1[S:8][C:7]2[CH:24]=[C:3]([O:2][CH3:1])[CH:4]=[CH:5][C:6]=2[C:10]=1[O:11][C:12]1[CH:17]=[CH:16][C:15](/[CH:18]=[CH:19]/[C:20]([O:22][CH3:23])=[O:21])=[CH:14][CH:13]=1)([CH3:34])[CH3:33]. (5) Given the reactants BrC(Br)C.Cl[Si](C)(C)C.[C:10]([O:14][C:15]([NH:17][C@H:18]([C:21]([O:23][CH3:24])=[O:22])[CH2:19]I)=[O:16])([CH3:13])([CH3:12])[CH3:11].Br[C:26]1[CH:31]=[CH:30][C:29]([Br:32])=[CH:28][N:27]=1, predict the reaction product. The product is: [Br:32][C:29]1[CH:30]=[CH:31][C:26]([CH2:19][C@@H:18]([C:21]([O:23][CH3:24])=[O:22])[NH:17][C:15]([O:14][C:10]([CH3:13])([CH3:12])[CH3:11])=[O:16])=[N:27][CH:28]=1. (6) Given the reactants [CH3:1][CH:2]1[CH2:7][NH:6][CH2:5][CH:4]([CH3:8])[NH:3]1.C([O-])([O-])=O.[K+].[K+].Br[CH2:16][C:17]([O:19][CH2:20][CH3:21])=[O:18], predict the reaction product. The product is: [CH3:8][CH:4]1[NH:3][CH:2]([CH3:1])[CH2:7][N:6]([CH2:16][C:17]([O:19][CH2:20][CH3:21])=[O:18])[CH2:5]1.